This data is from Peptide-MHC class I binding affinity with 185,985 pairs from IEDB/IMGT. The task is: Regression. Given a peptide amino acid sequence and an MHC pseudo amino acid sequence, predict their binding affinity value. This is MHC class I binding data. (1) The peptide sequence is KYTSGRQEK. The MHC is HLA-B15:09 with pseudo-sequence HLA-B15:09. The binding affinity (normalized) is 0.0847. (2) The peptide sequence is FSSLPSYAAY. The MHC is HLA-A01:01 with pseudo-sequence HLA-A01:01. The binding affinity (normalized) is 0.934.